The task is: Predict which catalyst facilitates the given reaction.. This data is from Catalyst prediction with 721,799 reactions and 888 catalyst types from USPTO. Reactant: C([N:8]1[CH2:14][C:13]2[N:15]=[CH:16][C:17]([N:19]3[CH:23]=[CH:22][N:21]=[C:20]3[CH3:24])=[N:18][C:12]=2[O:11][CH2:10][CH2:9]1)C1C=CC=CC=1.[ClH:25]. Product: [ClH:25].[CH3:24][C:20]1[N:19]([C:17]2[CH:16]=[N:15][C:13]3[CH2:14][NH:8][CH2:9][CH2:10][O:11][C:12]=3[N:18]=2)[CH:23]=[CH:22][N:21]=1. The catalyst class is: 105.